Dataset: Catalyst prediction with 721,799 reactions and 888 catalyst types from USPTO. Task: Predict which catalyst facilitates the given reaction. (1) Reactant: [CH3:1][O:2][C:3](=[O:13])[C:4]1[CH:9]=[C:8]([F:10])[C:7](F)=[CH:6][C:5]=1[Cl:12].Cl.[CH3:15][NH:16][CH3:17].C(=O)([O-])[O-].[K+].[K+]. Product: [CH3:1][O:2][C:3](=[O:13])[C:4]1[CH:9]=[C:8]([F:10])[C:7]([N:16]([CH3:17])[CH3:15])=[CH:6][C:5]=1[Cl:12]. The catalyst class is: 16. (2) Reactant: [Si:1]([O:8][CH2:9][CH2:10][CH:11]([OH:16])[C:12]([O:14][CH3:15])=[O:13])([C:4]([CH3:7])([CH3:6])[CH3:5])([CH3:3])[CH3:2].CC(OI1(OC(C)=O)(OC(C)=O)OC(=O)C2C=CC=CC1=2)=O. Product: [Si:1]([O:8][CH2:9][CH2:10][C:11](=[O:16])[C:12]([O:14][CH3:15])=[O:13])([C:4]([CH3:6])([CH3:5])[CH3:7])([CH3:3])[CH3:2]. The catalyst class is: 4. (3) Reactant: [Cl:1][C:2]1[CH:7]=[CH:6][C:5]([NH:8][C:9]([NH:11][C@@H:12]([C:17]([N:19]2[CH2:24][CH2:23][CH:22]([N:25]3[CH2:29][C:28]4=[CH:30][N:31]=[C:32]([CH3:33])[N:27]4[C:26]3=[O:34])[CH2:21][CH2:20]2)=[O:18])[CH2:13][CH2:14][S:15][CH3:16])=[O:10])=[CH:4][CH:3]=1.ClC1C=CC=C(C(OO)=[O:43])C=1. Product: [Cl:1][C:2]1[CH:3]=[CH:4][C:5]([NH:8][C:9]([NH:11][C@@H:12]([C:17]([N:19]2[CH2:24][CH2:23][CH:22]([N:25]3[CH2:29][C:28]4=[CH:30][N:31]=[C:32]([CH3:33])[N:27]4[C:26]3=[O:34])[CH2:21][CH2:20]2)=[O:18])[CH2:13][CH2:14][S:15]([CH3:16])=[O:43])=[O:10])=[CH:6][CH:7]=1. The catalyst class is: 4. (4) Reactant: C(OC([N:8]([C:13]1[CH:52]=[CH:51][C:16]2[N:17]([CH2:21][C:22]([O:24][C@H:25]([C:36]3[CH:41]=[CH:40][C:39]([O:42][CH:43]([F:45])[F:44])=[C:38]([O:46][CH2:47][CH:48]4[CH2:50][CH2:49]4)[CH:37]=3)[CH2:26][C:27]3[C:32]([Cl:33])=[CH:31][N+:30]([O-:34])=[CH:29][C:28]=3[Cl:35])=[O:23])[C:18](=[O:20])[O:19][C:15]=2[CH:14]=1)[S:9]([CH3:12])(=[O:11])=[O:10])=O)(C)(C)C.Cl.C1COCC1. Product: [Cl:33][C:32]1[CH:31]=[N+:30]([O-:34])[CH:29]=[C:28]([Cl:35])[C:27]=1[CH2:26][C@@H:25]([C:36]1[CH:41]=[CH:40][C:39]([O:42][CH:43]([F:44])[F:45])=[C:38]([O:46][CH2:47][CH:48]2[CH2:50][CH2:49]2)[CH:37]=1)[O:24][C:22](=[O:23])[CH2:21][N:17]1[C:16]2[CH:51]=[CH:52][C:13]([NH:8][S:9]([CH3:12])(=[O:10])=[O:11])=[CH:14][C:15]=2[O:19][C:18]1=[O:20]. The catalyst class is: 2.